Dataset: Catalyst prediction with 721,799 reactions and 888 catalyst types from USPTO. Task: Predict which catalyst facilitates the given reaction. (1) Reactant: [CH:1]([N:4]1[CH2:14][CH:13]2[CH2:15][CH:6]([C:7]3[C:12]2=[CH:11][C:10]([NH2:16])=[CH:9][CH:8]=3)[CH2:5]1)([CH3:3])[CH3:2].Cl[C:18]1[N:23]=[C:22]([NH:24][C:25]2[CH:30]=[CH:29][CH:28]=[CH:27][C:26]=2[S:31]([NH:34][CH3:35])(=[O:33])=[O:32])[C:21]([Cl:36])=[CH:20][N:19]=1.Cl.O1CCOCC1.[Na]. Product: [Cl:36][C:21]1[C:22]([NH:24][C:25]2[CH:30]=[CH:29][CH:28]=[CH:27][C:26]=2[S:31]([NH:34][CH3:35])(=[O:33])=[O:32])=[N:23][C:18]([NH:16][C:10]2[CH:11]=[C:12]3[C:7](=[CH:8][CH:9]=2)[CH:6]2[CH2:15][CH:13]3[CH2:14][N:4]([CH:1]([CH3:3])[CH3:2])[CH2:5]2)=[N:19][CH:20]=1. The catalyst class is: 6. (2) Reactant: [CH3:1][NH:2][C:3]1[C:12]2[C:7](=[CH:8][CH:9]=[C:10]([N+:13]([O-])=O)[CH:11]=2)[N:6]=[CH:5][N:4]=1.[N+](C1N=CC2C(=CC=CC=2)N=1)([O-])=O. Product: [CH3:1][NH:2][C:3]1[C:12]2[C:7](=[CH:8][CH:9]=[C:10]([NH2:13])[CH:11]=2)[N:6]=[CH:5][N:4]=1. The catalyst class is: 19. (3) Reactant: [CH2:1]([O:8][CH:9]1[CH2:18][CH2:17][C:12]2(OCC[O:13]2)[CH2:11][CH2:10]1)[C:2]1[CH:7]=[CH:6][CH:5]=[CH:4][CH:3]=1.Cl.O.[Cl-].[Na+]. Product: [CH2:1]([O:8][CH:9]1[CH2:18][CH2:17][C:12](=[O:13])[CH2:11][CH2:10]1)[C:2]1[CH:7]=[CH:6][CH:5]=[CH:4][CH:3]=1. The catalyst class is: 740. (4) Reactant: [Cl:1][C:2]1[CH:3]=[C:4](B(O)O)[CH:5]=[CH:6][CH:7]=1.Br[C:12]1[CH:13]=[CH:14][C:15]2[O:26][C:25]3([CH2:31][CH2:30][CH:29]([O:32][CH3:33])[CH2:28][CH2:27]3)[C:18]3([N:22]=[C:21]([NH2:23])[C:20]([CH3:24])=[N:19]3)[C:16]=2[CH:17]=1.C([O-])([O-])=O.[K+].[K+]. Product: [Cl:1][C:2]1[CH:3]=[C:4]([C:12]2[CH:13]=[CH:14][C:15]3[O:26][C:25]4([CH2:27][CH2:28][CH:29]([O:32][CH3:33])[CH2:30][CH2:31]4)[C:18]4([N:22]=[C:21]([NH2:23])[C:20]([CH3:24])=[N:19]4)[C:16]=3[CH:17]=2)[CH:5]=[CH:6][CH:7]=1. The catalyst class is: 873.